Dataset: Reaction yield outcomes from USPTO patents with 853,638 reactions. Task: Predict the reaction yield, written as a fraction of the theoretical maximum amount of product (1.0 means a 100% yield; for example, 0.34 means a 34% yield). (1) The reactants are [C:1]([O:5][C:6]([N:8]1[CH2:13][CH2:12][C:11]([C:17]2[CH:22]=[CH:21][CH:20]=[CH:19][C:18]=2[F:23])([C:14](O)=[O:15])[CH2:10][CH2:9]1)=[O:7])([CH3:4])([CH3:3])[CH3:2].B.O1CCCC1. The catalyst is O1CCCC1. The product is [F:23][C:18]1[CH:19]=[CH:20][CH:21]=[CH:22][C:17]=1[C:11]1([CH2:14][OH:15])[CH2:10][CH2:9][N:8]([C:6]([O:5][C:1]([CH3:2])([CH3:3])[CH3:4])=[O:7])[CH2:13][CH2:12]1. The yield is 0.700. (2) The reactants are [Cl:1][C:2]1[N:11]=[C:10](Cl)[C:9]2[C:4](=[CH:5][CH:6]=[CH:7][CH:8]=2)[N:3]=1.[OH-:13].[Na+]. No catalyst specified. The product is [Cl:1][C:2]1[N:11]=[C:10]([OH:13])[C:9]2[C:4](=[CH:5][CH:6]=[CH:7][CH:8]=2)[N:3]=1. The yield is 0.840. (3) The reactants are C[N:2](C)[CH:3]=[N:4][C:5]([C:7]1[CH:8]=[C:9]2[N:15]([N:16]=1)[C:14]1[CH:17]=[C:18]([Br:21])[CH:19]=[CH:20][C:13]=1[O:12][CH2:11][CH2:10]2)=O.Cl.[CH:24]([NH:27]N)([CH3:26])[CH3:25]. The catalyst is C(O)(=O)C. The product is [Br:21][C:18]1[CH:19]=[CH:20][C:13]2[O:12][CH2:11][CH2:10][C:9]3[N:15]([N:16]=[C:7]([C:5]4[N:27]([CH:24]([CH3:26])[CH3:25])[N:2]=[CH:3][N:4]=4)[CH:8]=3)[C:14]=2[CH:17]=1. The yield is 0.760. (4) The reactants are [CH:1]([C:4]1[CH:9]=[CH:8][C:7]([C:10]2[CH:11]=[C:12]([C:15]3[CH:16]=[C:17]([CH:23]=[CH:24][CH:25]=3)[C:18]([O:20]CC)=[O:19])[S:13][CH:14]=2)=[CH:6][CH:5]=1)([CH3:3])[CH3:2].O[Li].O.Cl. The catalyst is CO.O. The product is [CH:1]([C:4]1[CH:5]=[CH:6][C:7]([C:10]2[CH:11]=[C:12]([C:15]3[CH:16]=[C:17]([CH:23]=[CH:24][CH:25]=3)[C:18]([OH:20])=[O:19])[S:13][CH:14]=2)=[CH:8][CH:9]=1)([CH3:3])[CH3:2]. The yield is 0.650. (5) The reactants are [Cl:1][C:2]1[N:7]=[C:6](Cl)[C:5]([N+:9]([O-:11])=[O:10])=[C:4]([Cl:12])[N:3]=1.[NH2:13][CH:14]1[CH2:19][CH2:18][N:17]([C:20]([O:22][C:23]([CH3:26])([CH3:25])[CH3:24])=[O:21])[CH2:16][CH2:15]1.CCN(CC)CC. The catalyst is C(Cl)Cl.C1COCC1. The product is [C:23]([O:22][C:20]([N:17]1[CH2:18][CH2:19][CH:14]([NH:13][C:6]2[C:5]([N+:9]([O-:11])=[O:10])=[C:4]([Cl:12])[N:3]=[C:2]([Cl:1])[N:7]=2)[CH2:15][CH2:16]1)=[O:21])([CH3:26])([CH3:24])[CH3:25]. The yield is 0.800.